Dataset: NCI-60 drug combinations with 297,098 pairs across 59 cell lines. Task: Regression. Given two drug SMILES strings and cell line genomic features, predict the synergy score measuring deviation from expected non-interaction effect. (1) Drug 2: CC1=C2C(C(=O)C3(C(CC4C(C3C(C(C2(C)C)(CC1OC(=O)C(C(C5=CC=CC=C5)NC(=O)OC(C)(C)C)O)O)OC(=O)C6=CC=CC=C6)(CO4)OC(=O)C)O)C)O. Synergy scores: CSS=57.9, Synergy_ZIP=-4.97, Synergy_Bliss=-7.62, Synergy_Loewe=-6.50, Synergy_HSA=-3.06. Cell line: OVCAR3. Drug 1: CC1OCC2C(O1)C(C(C(O2)OC3C4COC(=O)C4C(C5=CC6=C(C=C35)OCO6)C7=CC(=C(C(=C7)OC)O)OC)O)O. (2) Drug 1: C1=CC(=CC=C1C#N)C(C2=CC=C(C=C2)C#N)N3C=NC=N3. Drug 2: CS(=O)(=O)OCCCCOS(=O)(=O)C. Cell line: NCI/ADR-RES. Synergy scores: CSS=2.41, Synergy_ZIP=-2.36, Synergy_Bliss=-4.17, Synergy_Loewe=-1.66, Synergy_HSA=-4.30. (3) Drug 2: C1CN(P(=O)(OC1)NCCCl)CCCl. Drug 1: CN(CC1=CN=C2C(=N1)C(=NC(=N2)N)N)C3=CC=C(C=C3)C(=O)NC(CCC(=O)O)C(=O)O. Synergy scores: CSS=17.9, Synergy_ZIP=-9.02, Synergy_Bliss=-16.7, Synergy_Loewe=-40.7, Synergy_HSA=-15.2. Cell line: SF-539. (4) Cell line: HS 578T. Synergy scores: CSS=24.7, Synergy_ZIP=5.28, Synergy_Bliss=11.7, Synergy_Loewe=-8.44, Synergy_HSA=6.71. Drug 2: CC1C(C(CC(O1)OC2CC(CC3=C2C(=C4C(=C3O)C(=O)C5=C(C4=O)C(=CC=C5)OC)O)(C(=O)C)O)N)O.Cl. Drug 1: CC(C1=C(C=CC(=C1Cl)F)Cl)OC2=C(N=CC(=C2)C3=CN(N=C3)C4CCNCC4)N. (5) Drug 1: C(=O)(N)NO. Drug 2: C1C(C(OC1N2C=NC(=NC2=O)N)CO)O. Cell line: OVCAR-4. Synergy scores: CSS=9.75, Synergy_ZIP=-1.77, Synergy_Bliss=-2.57, Synergy_Loewe=-5.23, Synergy_HSA=-0.743.